Dataset: Reaction yield outcomes from USPTO patents with 853,638 reactions. Task: Predict the reaction yield, written as a fraction of the theoretical maximum amount of product (1.0 means a 100% yield; for example, 0.34 means a 34% yield). (1) The reactants are Cl[C:2]1[N:10]=[C:9]([CH3:11])[N:8]=[C:7]2[C:3]=1[N:4]=[CH:5][N:6]2[CH:12]1[CH2:17][CH2:16][CH2:15][CH2:14][O:13]1.[C:18]([O:22][C:23]([N:25]1[CH2:30][CH2:29][N:28]([C@@H:31]([C:33]2[CH:34]=[C:35](B(O)O)[C:36]([F:39])=[N:37][CH:38]=2)[CH3:32])[CH2:27][CH2:26]1)=[O:24])([CH3:21])([CH3:20])[CH3:19].C([O-])(=O)C.[K+]. The catalyst is O1CCOCC1.ClCCl.O.[Cl-].[Na+].O. The product is [F:39][C:36]1[N:37]=[CH:38][C:33]([C@H:31]([N:28]2[CH2:27][CH2:26][N:25]([C:23]([O:22][C:18]([CH3:19])([CH3:21])[CH3:20])=[O:24])[CH2:30][CH2:29]2)[CH3:32])=[CH:34][C:35]=1[C:2]1[N:10]=[C:9]([CH3:11])[N:8]=[C:7]2[C:3]=1[N:4]=[CH:5][N:6]2[CH:12]1[CH2:17][CH2:16][CH2:15][CH2:14][O:13]1. The yield is 0.770. (2) The reactants are C1(P(C2C=CC=CC=2)C2C=CC=CC=2)C=CC=CC=1.BrN1C(=O)CCC1=O.[CH:28]1([CH2:33][CH:34]([C:38]2[CH:43]=[CH:42][C:41]([S:44]([CH3:47])(=[O:46])=[O:45])=[C:40]([N+:48]([O-:50])=[O:49])[CH:39]=2)[C:35]([OH:37])=O)[CH2:32][CH2:31][CH2:30][CH2:29]1.[NH2:51][C:52]1[CH:57]=[CH:56][C:55]([Br:58])=[CH:54][N:53]=1. The catalyst is C(Cl)Cl. The product is [Br:58][C:55]1[CH:56]=[CH:57][C:52]([NH:51][C:35](=[O:37])[CH:34]([C:38]2[CH:43]=[CH:42][C:41]([S:44]([CH3:47])(=[O:46])=[O:45])=[C:40]([N+:48]([O-:50])=[O:49])[CH:39]=2)[CH2:33][CH:28]2[CH2:32][CH2:31][CH2:30][CH2:29]2)=[N:53][CH:54]=1. The yield is 0.330. (3) The yield is 1.00. The catalyst is C(O)C. The product is [NH2:10][NH:11][C:5](=[O:6])[CH2:4][CH2:3][N:2]([CH3:9])[CH3:1]. The reactants are [CH3:1][N:2]([CH3:9])[CH2:3][CH2:4][C:5](OC)=[O:6].[NH2:10][NH2:11]. (4) The reactants are [CH2:1]([O:3][C:4](=[O:11])[CH:5]=[CH:6][C:7]([F:10])([F:9])[F:8])[CH3:2].CN(C)C(N(C)C)=N.[N+:20]([CH3:23])([O-:22])=[O:21]. The catalyst is C(OC(=O)CC(C)=O)C. The product is [CH2:1]([O:3][C:4](=[O:11])[CH2:5][CH:6]([CH2:23][N+:20]([O-:22])=[O:21])[C:7]([F:9])([F:10])[F:8])[CH3:2]. The yield is 0.810. (5) The reactants are [F:1][C:2]1[CH:3]=[C:4]([NH2:28])[CH:5]=[CH:6][C:7]=1[O:8][C:9]1[CH:14]=[CH:13][N:12]=[C:11]2[CH:15]=[C:16]([C:18]3[CH:23]=[CH:22][C:21]([S:24]([CH3:27])(=[O:26])=[O:25])=[CH:20][CH:19]=3)[S:17][C:10]=12.[C:29]1([CH2:35][C:36]([N:38]=[C:39]=[S:40])=[O:37])[CH:34]=[CH:33][CH:32]=[CH:31][CH:30]=1. The catalyst is C1COCC1. The product is [F:1][C:2]1[CH:3]=[C:4]([NH:28][C:39]([NH:38][C:36](=[O:37])[CH2:35][C:29]2[CH:30]=[CH:31][CH:32]=[CH:33][CH:34]=2)=[S:40])[CH:5]=[CH:6][C:7]=1[O:8][C:9]1[CH:14]=[CH:13][N:12]=[C:11]2[CH:15]=[C:16]([C:18]3[CH:19]=[CH:20][C:21]([S:24]([CH3:27])(=[O:25])=[O:26])=[CH:22][CH:23]=3)[S:17][C:10]=12. The yield is 0.530. (6) The reactants are [Cl-].[Cl-].[Cl-].[Al+3].Cl[C:6](=[O:11])[C:7]([O:9][CH3:10])=[O:8].[CH3:12][C:13]1[S:14][CH:15]=[CH:16][CH:17]=1. The catalyst is C(Cl)Cl. The yield is 1.00. The product is [CH3:10][O:9][C:7](=[O:8])[C:6]([C:15]1[S:14][C:13]([CH3:12])=[CH:17][CH:16]=1)=[O:11]. (7) The reactants are [N:1]1[C:5]2[CH:6]=[CH:7][CH:8]=[CH:9][C:4]=2[NH:3][CH:2]=1.[H-].[Na+].Cl[CH2:13][C:14]1[CH:19]=[CH:18][C:17]([C:20]2[O:21][CH:22]=[C:23]([C:25]([O:27][CH2:28][CH3:29])=[O:26])[N:24]=2)=[CH:16][CH:15]=1. The catalyst is CN(C=O)C. The product is [N:1]1([CH2:13][C:14]2[CH:15]=[CH:16][C:17]([C:20]3[O:21][CH:22]=[C:23]([C:25]([O:27][CH2:28][CH3:29])=[O:26])[N:24]=3)=[CH:18][CH:19]=2)[C:5]2[CH:6]=[CH:7][CH:8]=[CH:9][C:4]=2[N:3]=[CH:2]1. The yield is 0.924.